From a dataset of Forward reaction prediction with 1.9M reactions from USPTO patents (1976-2016). Predict the product of the given reaction. (1) Given the reactants C([O:4][C:5]1[N:10]=[C:9]([O:11][C@H:12]2[CH2:16][N:15]([C:17]([O:19][C:20]([CH3:23])([CH3:22])[CH3:21])=[O:18])[C@H:14]([C:24]([O:26][CH3:27])=[O:25])[CH2:13]2)[CH:8]=[CH:7][CH:6]=1)C=C.[C:28]1(C)[CH:33]=CC=C[CH:29]=1, predict the reaction product. The product is: [CH2:33]([N:10]1[C:5](=[O:4])[CH:6]=[CH:7][CH:8]=[C:9]1[O:11][C@H:12]1[CH2:16][N:15]([C:17]([O:19][C:20]([CH3:23])([CH3:22])[CH3:21])=[O:18])[C@H:14]([C:24]([O:26][CH3:27])=[O:25])[CH2:13]1)[CH:28]=[CH2:29]. (2) Given the reactants [F:1][C:2]1[CH:7]=[C:6]([NH:8][C:9]2[NH:13][N:12]=[C:11]([NH2:14])[N:10]=2)[CH:5]=[C:4]([C:15]([F:18])([F:17])[F:16])[C:3]=1[C:19]1[CH:24]=[CH:23][C:22](S(C)(=O)=O)=[CH:21][CH:20]=1.C[C:30]1(C)C(C)(C)OB(C2C=CC(S(C)(=O)=O)=CC=2)[O:31]1, predict the reaction product. The product is: [F:1][C:2]1[C:3]([C:19]2[CH:24]=[CH:23][C:22]([O:31][CH3:30])=[CH:21][CH:20]=2)=[C:4]([C:15]([F:18])([F:17])[F:16])[CH:5]=[C:6]([NH:8][C:9]2[NH:13][N:12]=[C:11]([NH2:14])[N:10]=2)[CH:7]=1. (3) Given the reactants [C:1]1([NH:11][C:12]2[C:13]3[CH:20]=[C:19]([C:21]4[CH2:22][CH2:23][NH:24][CH2:25][CH:26]=4)[NH:18][C:14]=3[N:15]=[CH:16][N:17]=2)[C:10]2[C:5](=[CH:6][CH:7]=[CH:8][CH:9]=2)[CH:4]=[CH:3][CH:2]=1.[C:27]([N:31]=[C:32]=[O:33])([CH3:30])([CH3:29])[CH3:28].C(N(CC)C(C)C)(C)C.C([O-])(O)=O.[Na+], predict the reaction product. The product is: [C:27]([NH:31][C:32]([N:24]1[CH2:23][CH:22]=[C:21]([C:19]2[NH:18][C:14]3[N:15]=[CH:16][N:17]=[C:12]([NH:11][C:1]4[C:10]5[C:5](=[CH:6][CH:7]=[CH:8][CH:9]=5)[CH:4]=[CH:3][CH:2]=4)[C:13]=3[CH:20]=2)[CH2:26][CH2:25]1)=[O:33])([CH3:30])([CH3:29])[CH3:28].